Dataset: Forward reaction prediction with 1.9M reactions from USPTO patents (1976-2016). Task: Predict the product of the given reaction. (1) Given the reactants [O:1]1[C:6]2[CH:7]=[C:8]([NH:11][C:12]([C:14]3[C:15]([C:20]4[CH:25]=[CH:24][C:23]([C:26]([F:29])([F:28])[F:27])=[CH:22][CH:21]=4)=[CH:16][CH:17]=[CH:18][CH:19]=3)=[O:13])[CH:9]=[CH:10][C:5]=2[NH:4][CH2:3][CH2:2]1.[CH3:30][C:31]1[N:32]([C:37]2[N:42]=[C:41]([CH2:43][C:44](O)=[O:45])[CH:40]=[CH:39][CH:38]=2)[C:33]([CH3:36])=[CH:34][CH:35]=1.O.ON1C2C=CC=CC=2N=N1.Cl.CN(C)CCCN=C=NCC, predict the reaction product. The product is: [CH3:30][C:31]1[N:32]([C:37]2[N:42]=[C:41]([CH2:43][C:44]([N:4]3[C:5]4[CH:10]=[CH:9][C:8]([NH:11][C:12]([C:14]5[C:15]([C:20]6[CH:25]=[CH:24][C:23]([C:26]([F:27])([F:29])[F:28])=[CH:22][CH:21]=6)=[CH:16][CH:17]=[CH:18][CH:19]=5)=[O:13])=[CH:7][C:6]=4[O:1][CH2:2][CH2:3]3)=[O:45])[CH:40]=[CH:39][CH:38]=2)[C:33]([CH3:36])=[CH:34][CH:35]=1. (2) Given the reactants [C:1]1([C:22]2[CH:27]=[CH:26][CH:25]=[CH:24][CH:23]=2)[CH:6]=[CH:5][CH:4]=[CH:3][C:2]=1[C:7]([C:15]1[CH:20]=[CH:19][CH:18]=[C:17]([Br:21])[CH:16]=1)([C:9]1[CH:14]=[CH:13][CH:12]=[CH:11][N:10]=1)O.Cl, predict the reaction product. The product is: [Br:21][C:17]1[CH:16]=[C:15]([C:7]2([C:9]3[CH:14]=[CH:13][CH:12]=[CH:11][N:10]=3)[C:23]3[CH:24]=[CH:25][CH:26]=[CH:27][C:22]=3[C:1]3[C:2]2=[CH:3][CH:4]=[CH:5][CH:6]=3)[CH:20]=[CH:19][CH:18]=1. (3) Given the reactants [CH3:1][C:2]1[N:6]=[C:5]([CH3:7])[NH:4][N:3]=1.[H-].[Na+].[CH2:10]([O:17][C:18](=[O:24])[CH:19](Br)[C:20](=[O:22])[CH3:21])[C:11]1[CH:16]=[CH:15][CH:14]=[CH:13][CH:12]=1, predict the reaction product. The product is: [CH3:1][C:2]1[N:6]=[C:5]([CH3:7])[N:4]([CH:19]([C:20](=[O:22])[CH3:21])[C:18]([O:17][CH2:10][C:11]2[CH:16]=[CH:15][CH:14]=[CH:13][CH:12]=2)=[O:24])[N:3]=1. (4) Given the reactants Cl[C:2]1[N:7]=[C:6]([NH:8][CH2:9][CH2:10][N:11]([CH3:13])[CH3:12])[N:5]=[C:4]2[N:14]([C:19]3[C:24]([F:25])=[CH:23][CH:22]=[CH:21][C:20]=3[F:26])[C:15](=[O:18])[NH:16][CH2:17][C:3]=12.O.C(=O)([O-])[O-].[K+].[K+].CC1(C)C(C)(C)OB([C:42]2[CH:50]=[CH:49][C:45]([C:46]([OH:48])=[O:47])=[CH:44][CH:43]=2)O1, predict the reaction product. The product is: [F:26][C:20]1[CH:21]=[CH:22][CH:23]=[C:24]([F:25])[C:19]=1[N:14]1[C:4]2[N:5]=[C:6]([NH:8][CH2:9][CH2:10][N:11]([CH3:13])[CH3:12])[N:7]=[C:2]([C:42]3[CH:50]=[CH:49][C:45]([C:46]([OH:48])=[O:47])=[CH:44][CH:43]=3)[C:3]=2[CH2:17][NH:16][C:15]1=[O:18]. (5) Given the reactants [BH4-].[Na+].[F:3][C:4]([F:22])([F:21])[C:5]1[CH:6]=[C:7]([S:11]([N:14]2[CH2:19][CH2:18][C:17](=[O:20])[CH2:16][CH2:15]2)(=[O:13])=[O:12])[CH:8]=[CH:9][CH:10]=1, predict the reaction product. The product is: [F:22][C:4]([F:3])([F:21])[C:5]1[CH:6]=[C:7]([S:11]([N:14]2[CH2:15][CH2:16][CH:17]([OH:20])[CH2:18][CH2:19]2)(=[O:13])=[O:12])[CH:8]=[CH:9][CH:10]=1.